Dataset: Forward reaction prediction with 1.9M reactions from USPTO patents (1976-2016). Task: Predict the product of the given reaction. (1) Given the reactants [Li][CH2:2]CCC.[Br:6][C:7]1[C:8]([CH:16]=O)=[CH:9][C:10]2[O:14][CH2:13][O:12][C:11]=2[CH:15]=1.O, predict the reaction product. The product is: [Br:6][C:7]1[C:8]([CH:16]=[CH2:2])=[CH:9][C:10]2[O:14][CH2:13][O:12][C:11]=2[CH:15]=1. (2) The product is: [NH:5]1[C:9]([CH2:10][CH2:11][C:12]([O:14][CH3:15])=[O:13])=[CH:8][N:7]=[CH:6]1. Given the reactants S(Cl)(Cl)=O.[NH:5]1[C:9]([CH2:10][CH2:11][C:12]([OH:14])=[O:13])=[CH:8][N:7]=[CH:6]1.[CH3:15]O, predict the reaction product. (3) The product is: [C:11]1([C:14]2[CH:19]=[CH:18][CH:17]=[CH:16][CH:15]=2)[CH:10]=[CH:9][C:8]([NH:7][C:5](=[O:6])[C:4]2[CH:20]=[CH:21][C:22]([C:23]([F:24])([F:25])[F:26])=[C:2]([NH:1][C:35](=[O:36])[CH2:34][Cl:33])[CH:3]=2)=[CH:13][CH:12]=1. Given the reactants [NH2:1][C:2]1[CH:3]=[C:4]([CH:20]=[CH:21][C:22]=1[C:23]([F:26])([F:25])[F:24])[C:5]([NH:7][C:8]1[CH:13]=[CH:12][C:11]([C:14]2[CH:19]=[CH:18][CH:17]=[CH:16][CH:15]=2)=[CH:10][CH:9]=1)=[O:6].N1C=CC=CC=1.[Cl:33][CH2:34][C:35](Cl)=[O:36], predict the reaction product. (4) The product is: [CH2:27]([O:26][C:19]1[CH:20]=[C:21]([CH2:24][CH3:25])[CH:22]=[CH:23][C:18]=1[O:17][C:14]1[CH:15]=[CH:16][C:11]([N:10]2[CH2:2][CH2:1][O:8][C:9]2=[O:35])=[CH:12][C:13]=1[F:34])[C:28]1[CH:29]=[CH:30][CH:31]=[CH:32][CH:33]=1. Given the reactants [CH2:1]([O:8][C:9](=[O:35])[NH:10][C:11]1[CH:16]=[CH:15][C:14]([O:17][C:18]2[CH:23]=[CH:22][C:21]([CH2:24][CH3:25])=[CH:20][C:19]=2[O:26][CH2:27][C:28]2[CH:33]=[CH:32][CH:31]=[CH:30][CH:29]=2)=[C:13]([F:34])[CH:12]=1)[C:2]1C=CC=CC=1.C([Li])CCC.C1OC1, predict the reaction product. (5) Given the reactants [OH:1][CH2:2][C:3]([CH2:8][OH:9])([CH2:6][OH:7])[CH2:4][OH:5].C=O.[CH:12](=[O:14])C.[OH-].[Na+].[OH:17]CC(CO)(CO)C=O, predict the reaction product. The product is: [OH:1][CH2:2][C:3]([CH2:8][OH:9])([CH2:6][OH:7])[CH2:4][OH:5].[CH:12]([O-:14])=[O:17].